From a dataset of Forward reaction prediction with 1.9M reactions from USPTO patents (1976-2016). Predict the product of the given reaction. Given the reactants [Na].[CH3:2][O:3][CH2:4][CH2:5][OH:6].Br[C:8]1[CH:12]=[CH:11][S:10][CH:9]=1.CCOCC, predict the reaction product. The product is: [CH3:2][O:3][CH2:4][CH2:5][O:6][C:8]1[CH:12]=[CH:11][S:10][CH:9]=1.